This data is from Forward reaction prediction with 1.9M reactions from USPTO patents (1976-2016). The task is: Predict the product of the given reaction. (1) Given the reactants [F:1][C:2]1[CH:7]=[CH:6][CH:5]=[CH:4][C:3]=1[S:8]([NH:11][C@H:12]([CH2:16][C:17]1[CH:22]=[CH:21][CH:20]=[CH:19][CH:18]=1)[C:13]([OH:15])=[O:14])(=[O:10])=[O:9].C(OC(=O)[C@H](CC1C=CC=CC=1)N)(C)(C)C, predict the reaction product. The product is: [F:1][C:2]1[CH:7]=[CH:6][CH:5]=[CH:4][C:3]=1[S:8]([NH:11][C@@H:12]([CH2:16][C:17]1[CH:18]=[CH:19][CH:20]=[CH:21][CH:22]=1)[C:13]([OH:15])=[O:14])(=[O:9])=[O:10]. (2) Given the reactants [CH:1](=[O:8])[C:2]1[CH:7]=[CH:6][CH:5]=[CH:4][CH:3]=1.[C:9]([C:12]1[CH:17]=[CH:16][CH:15]=[CH:14][CH:13]=1)(=O)[CH3:10], predict the reaction product. The product is: [C:12]1([CH:9]=[CH:10][C:1]([C:2]2[CH:7]=[CH:6][CH:5]=[CH:4][CH:3]=2)=[O:8])[CH:17]=[CH:16][CH:15]=[CH:14][CH:13]=1.